From a dataset of Forward reaction prediction with 1.9M reactions from USPTO patents (1976-2016). Predict the product of the given reaction. The product is: [C:1]([N:4]([C:5]1[CH:6]=[C:7]2[C:11](=[CH:12][CH:13]=1)[N:10]([C:14]([O:16][C:17]([CH3:18])([CH3:19])[CH3:20])=[O:15])[C:9]([C:21]([O:23][CH2:24][CH3:25])=[O:22])=[CH:8]2)[CH3:28])(=[O:3])[CH3:2]. Given the reactants [C:1]([NH:4][C:5]1[CH:6]=[C:7]2[C:11](=[CH:12][CH:13]=1)[N:10]([C:14]([O:16][C:17]([CH3:20])([CH3:19])[CH3:18])=[O:15])[C:9]([C:21]([O:23][CH2:24][CH3:25])=[O:22])=[CH:8]2)(=[O:3])[CH3:2].[H-].[Na+].[CH3:28]I, predict the reaction product.